This data is from Reaction yield outcomes from USPTO patents with 853,638 reactions. The task is: Predict the reaction yield, written as a fraction of the theoretical maximum amount of product (1.0 means a 100% yield; for example, 0.34 means a 34% yield). (1) The reactants are [CH3:1][O:2][C:3](=[O:12])[C:4]1[CH:9]=[C:8]([OH:10])[CH:7]=[CH:6][C:5]=1[Br:11].C([O-])([O-])=O.[K+].[K+].[CH:19]1[CH:24]=[CH:23][C:22]([CH2:25]Br)=[CH:21][CH:20]=1.CC(=O)OCC. The catalyst is CN(C=O)C.O. The product is [CH3:1][O:2][C:3](=[O:12])[C:4]1[CH:9]=[C:8]([O:10][CH2:25][C:22]2[CH:23]=[CH:24][CH:19]=[CH:20][CH:21]=2)[CH:7]=[CH:6][C:5]=1[Br:11]. The yield is 0.900. (2) The reactants are [H-].[Na+].[CH2:3]([C:10]1[C:14]2[C:15]([NH:19][CH2:20][C:21]3[CH:26]=[CH:25][C:24]([Cl:27])=[CH:23][CH:22]=3)=[N:16][CH:17]=[CH:18][C:13]=2[NH:12][C:11]=1[CH3:28])[C:4]1[CH:9]=[CH:8][CH:7]=[CH:6][CH:5]=1.I[CH3:30]. The catalyst is CN(C)C=O.C(OCC)(=O)C. The product is [ClH:27].[CH2:3]([C:10]1[C:14]2[C:15]([NH:19][CH2:20][C:21]3[CH:22]=[CH:23][C:24]([Cl:27])=[CH:25][CH:26]=3)=[N:16][CH:17]=[CH:18][C:13]=2[N:12]([CH3:30])[C:11]=1[CH3:28])[C:4]1[CH:5]=[CH:6][CH:7]=[CH:8][CH:9]=1. The yield is 0.582. (3) The reactants are [CH2:1]([O:8][CH2:9][C:10]1([CH3:23])[CH2:14][C:13]2[C:15]([CH3:22])=[C:16](Br)[C:17]([CH3:20])=[C:18]([CH3:19])[C:12]=2[O:11]1)[C:2]1[CH:7]=[CH:6][CH:5]=[CH:4][CH:3]=1.[CH3:24][O:25][C:26]1[CH:31]=[CH:30][C:29]([N:32]2[CH2:37][CH2:36][NH:35][CH2:34][CH2:33]2)=[CH:28][CH:27]=1. No catalyst specified. The product is [CH2:1]([O:8][CH2:9][C:10]1([CH3:23])[CH2:14][C:13]2[C:15]([CH3:22])=[C:16]([N:35]3[CH2:34][CH2:33][N:32]([C:29]4[CH:28]=[CH:27][C:26]([O:25][CH3:24])=[CH:31][CH:30]=4)[CH2:37][CH2:36]3)[C:17]([CH3:20])=[C:18]([CH3:19])[C:12]=2[O:11]1)[C:2]1[CH:7]=[CH:6][CH:5]=[CH:4][CH:3]=1. The yield is 0.650. (4) The reactants are Cl[C:2]1[C:7]([CH3:8])=[CH:6][N:5]=[C:4]([NH2:9])[N:3]=1.[C:10]([O:14][C:15]([C:17]1[CH:22]=[CH:21][C:20](B(O)O)=[CH:19][CH:18]=1)=[O:16])([CH3:13])([CH3:12])[CH3:11].C([O-])([O-])=O.[Na+].[Na+]. No catalyst specified. The product is [NH2:9][C:4]1[N:3]=[C:2]([C:20]2[CH:21]=[CH:22][C:17]([C:15]([O:14][C:10]([CH3:11])([CH3:12])[CH3:13])=[O:16])=[CH:18][CH:19]=2)[C:7]([CH3:8])=[CH:6][N:5]=1. The yield is 0.500. (5) The reactants are C(S)CCCCCCCCC.CC([O-])(C)C.[K+].C[O:19][C:20]1[CH:27]=[CH:26][C:23]([C:24]#[N:25])=[C:22]([CH3:28])[CH:21]=1. The catalyst is CN(C=O)C.O. The product is [OH:19][C:20]1[CH:27]=[CH:26][C:23]([C:24]#[N:25])=[C:22]([CH3:28])[CH:21]=1. The yield is 0.526. (6) The reactants are [Cl:1][C:2]1[CH:3]=[CH:4][C:5]2[N:11]([C:12](=[O:30])[C:13]3[CH:18]=[CH:17][C:16]([NH:19][C:20](=[O:28])[C:21]4[CH:26]=[CH:25][CH:24]=[CH:23][C:22]=4[CH3:27])=[CH:15][C:14]=3[CH3:29])[CH2:10][CH2:9][CH2:8][C:7](=[O:31])[C:6]=2[CH:32]=1.O.[BH4-].[Na+]. The catalyst is CO. The product is [Cl:1][C:2]1[CH:3]=[CH:4][C:5]2[N:11]([C:12](=[O:30])[C:13]3[CH:18]=[CH:17][C:16]([NH:19][C:20](=[O:28])[C:21]4[CH:26]=[CH:25][CH:24]=[CH:23][C:22]=4[CH3:27])=[CH:15][C:14]=3[CH3:29])[CH2:10][CH2:9][CH2:8][CH:7]([OH:31])[C:6]=2[CH:32]=1. The yield is -0.850. (7) The product is [F:1][C:2]([F:7])([F:6])[C:3]([OH:5])=[O:4].[F:1][C:49]1[CH:48]=[CH:47][C:46]([C:9]2[CH:14]=[CH:13][C:12]([N:15]3[C:24]4[C:19](=[CH:20][C:21]([S:25]([NH:28][C:29]5[CH:33]=[CH:32][O:31][N:30]=5)(=[O:27])=[O:26])=[CH:22][CH:23]=4)[CH:18]=[CH:17][C:16]3=[O:34])=[C:11]([C:35]3[CH2:36][CH2:37][N:38]([CH3:41])[CH2:39][CH:40]=3)[CH:10]=2)=[CH:45][CH:44]=1. No catalyst specified. The reactants are [F:1][C:2]([F:7])([F:6])[C:3]([OH:5])=[O:4].Cl[C:9]1[CH:14]=[CH:13][C:12]([N:15]2[C:24]3[C:19](=[CH:20][C:21]([S:25]([NH:28][C:29]4[CH:33]=[CH:32][O:31][N:30]=4)(=[O:27])=[O:26])=[CH:22][CH:23]=3)[CH:18]=[CH:17][C:16]2=[O:34])=[C:11]([C:35]2[CH2:36][CH2:37][N:38]([CH3:41])[CH2:39][CH:40]=2)[CH:10]=1.CO[C:44]1[CH:45]=[CH:46][CH:47]=[C:48](OC)[C:49]=1[C:44]1[CH:49]=[CH:48][CH:47]=[CH:46][C:45]=1P(C1CCCCC1)C1CCCCC1.P([O-])([O-])([O-])=O.[K+].[K+].[K+]. The yield is 0.492.